Dataset: Full USPTO retrosynthesis dataset with 1.9M reactions from patents (1976-2016). Task: Predict the reactants needed to synthesize the given product. (1) The reactants are: [CH2:1]([O:3][C:4]([C:6]1[NH:7][C:8]2[C:13]([CH:14]=1)=[C:12]([Cl:15])[C:11]([O:16][C:17]1[CH:22]=[CH:21][C:20]([O:23][CH3:24])=[C:19]([CH:25]([CH3:27])[CH3:26])[CH:18]=1)=[C:10]([Cl:28])[CH:9]=2)=[O:5])C.[H-].[Na+].I[CH3:32]. Given the product [CH3:1][O:3][C:4]([C:6]1[N:7]([CH3:32])[C:8]2[C:13]([CH:14]=1)=[C:12]([Cl:15])[C:11]([O:16][C:17]1[CH:22]=[CH:21][C:20]([O:23][CH3:24])=[C:19]([CH:25]([CH3:26])[CH3:27])[CH:18]=1)=[C:10]([Cl:28])[CH:9]=2)=[O:5], predict the reactants needed to synthesize it. (2) Given the product [OH:8][C:9]1[CH:14]=[C:13]([OH:15])[C:12]([CH:23]([CH3:25])[CH3:24])=[CH:11][C:10]=1[C:26]([N:28]1[CH2:36][C:35]2[C:30](=[CH:31][CH:32]=[CH:33][C:34]=2[O:37][CH2:38][CH2:39][CH2:40][N:41]2[CH2:42][CH2:43][O:44][CH2:45][CH2:46]2)[CH2:29]1)=[O:27], predict the reactants needed to synthesize it. The reactants are: C([O:8][C:9]1[CH:14]=[C:13]([O:15]CC2C=CC=CC=2)[C:12]([C:23]([CH3:25])=[CH2:24])=[CH:11][C:10]=1[C:26]([N:28]1[CH2:36][C:35]2[C:30](=[CH:31][CH:32]=[CH:33][C:34]=2[O:37][CH2:38][CH2:39][CH2:40][N:41]2[CH2:46][CH2:45][O:44][CH2:43][CH2:42]2)[CH2:29]1)=[O:27])C1C=CC=CC=1.Cl.CCOC(C)=O.